Dataset: Drug-target binding data from BindingDB using IC50 measurements. Task: Regression. Given a target protein amino acid sequence and a drug SMILES string, predict the binding affinity score between them. We predict pIC50 (pIC50 = -log10(IC50 in M); higher means more potent). Dataset: bindingdb_ic50. The pIC50 is 2.0. The compound is C[C@]1(/C=C/C[n+]2ccccc2)[C@H](C(=O)O)N2C(=O)C[C@H]2S1(=O)=O. The target protein (P02919) has sequence MAGNDREPIGRKGKPTRPVKQKVSRRRYEDDDDYDDYDDYEDEEPMPRKGKGKGKGRKPRGKRGWLWLLLKLAIVFAVLIAIYGVYLDQKIRSRIDGKVWQLPAAVYGRMVNLEPDMTISKNEMVKLLEATQYRQVSKMTRPGEFTVQANSIEMIRRPFDFPDSKEGQVRARLTFDGDHLATIVNMENNRQFGFFRLDPRLITMISSPNGEQRLFVPRSGFPDLLVDTLLATEDRHFYEHDGISLYSIGRAVLANLTAGRTVQGASTLTQQLVKNLFLSSERSYWRKANEAYMALIMDARYSKDRILELYMNEVYLGQSGDNEIRGFPLASLYYFGRPVEELSLDQQALLVGMVKGASIYNPWRNPKLALERRNLVLRLLQQQQIIDQELYDMLSARPLGVQPRGGVISPQPAFMQLVRQELQAKLGDKVKDLSGVKIFTTFDSVAQDAAEKAAVEGIPALKKQRKLSDLETAIVVVDRFSGEVRAMVGGSEPQFAGYNR....